Predict the product of the given reaction. From a dataset of Forward reaction prediction with 1.9M reactions from USPTO patents (1976-2016). (1) Given the reactants [NH2:1][C@@H:2]1[CH2:7][CH2:6][CH2:5][CH2:4][C@H:3]1[NH2:8].F[C:10]1[CH:11]=[CH:12][C:13]2[C:19](=[O:20])[C:18]3[CH:21]=[CH:22][CH:23]=[CH:24][C:17]=3[CH2:16][O:15][C:14]=2[CH:25]=1, predict the reaction product. The product is: [NH2:1][C@@H:2]1[CH2:7][CH2:6][CH2:5][CH2:4][C@H:3]1[NH:8][C:10]1[CH:11]=[CH:12][C:13]2[C:19](=[O:20])[C:18]3[CH:21]=[CH:22][CH:23]=[CH:24][C:17]=3[CH2:16][O:15][C:14]=2[CH:25]=1. (2) Given the reactants Cl.C(O[C:5]([C:7]1[CH:8]=[C:9]2[C:13](=[CH:14][CH:15]=1)[NH:12][N:11]=[C:10]2[C:16]1[CH:21]=[CH:20][C:19]([F:22])=[CH:18][CH:17]=1)=[NH:6])C.[O:23]1[CH:27]=[CH:26][CH:25]=[C:24]1[C:28]([NH:30][NH2:31])=O, predict the reaction product. The product is: [F:22][C:19]1[CH:18]=[CH:17][C:16]([C:10]2[C:9]3[C:13](=[CH:14][CH:15]=[C:7]([C:5]4[NH:6][C:28]([C:24]5[O:23][CH:27]=[CH:26][CH:25]=5)=[N:30][N:31]=4)[CH:8]=3)[NH:12][N:11]=2)=[CH:21][CH:20]=1. (3) Given the reactants [CH3:1][N:2]([CH2:10][CH2:11][C:12]1[CH:17]=[CH:16][CH:15]=[CH:14][CH:13]=1)[CH2:3][CH2:4][CH2:5][S:6][CH2:7][CH2:8][OH:9].C(N(CC)CC)C, predict the reaction product. The product is: [CH3:1][N:2]([CH2:10][CH2:11][C:12]1[CH:17]=[CH:16][CH:15]=[CH:14][CH:13]=1)[CH2:3][CH2:4][CH2:5][S:6][CH2:7][CH:8]=[O:9]. (4) Given the reactants [OH:1][CH:2]([CH2:5][NH2:6])[CH2:3][NH2:4].[ClH:7].[NH2:8][C:9](N)=N.CC(O)C, predict the reaction product. The product is: [ClH:7].[NH:8]=[C:9]1[NH:6][CH2:5][CH:2]([OH:1])[CH2:3][NH:4]1. (5) The product is: [N:5]1[CH:6]=[CH:7][CH:8]=[C:3]([NH:11][C:32](=[O:33])[C:31]2[CH:35]=[CH:36][C:28]([S:27][CH2:26][C:25]3[CH:37]=[CH:38][CH:39]=[CH:40][C:24]=3[O:23][CH2:16][C:17]3[CH:22]=[CH:21][CH:20]=[CH:19][CH:18]=3)=[CH:29][CH:30]=2)[CH:4]=1. Given the reactants NC[C:3]1[CH:4]=[N:5][CH:6]=[CH:7][CH:8]=1.C([N:11](CC)CC)C.[CH2:16]([O:23][C:24]1[CH:40]=[CH:39][CH:38]=[CH:37][C:25]=1[CH2:26][S:27][C:28]1[CH:36]=[CH:35][C:31]([C:32](Cl)=[O:33])=[CH:30][CH:29]=1)[C:17]1[CH:22]=[CH:21][CH:20]=[CH:19][CH:18]=1, predict the reaction product. (6) Given the reactants [F:1][C:2]1[CH:10]=[C:9]2[C:5]([C:6]([C:12]3[N:13]=[C:14]4[C:20]([C:21](O)=[O:22])=[CH:19][NH:18][C:15]4=[N:16][CH:17]=3)=[N:7][N:8]2[CH3:11])=[CH:4][CH:3]=1.CCN=C=NCCCN(C)C.CCN(C(C)C)C(C)C.[NH2:44][C:45]1([CH2:48][NH:49][C:50](=[O:56])[O:51][C:52]([CH3:55])([CH3:54])[CH3:53])[CH2:47][CH2:46]1, predict the reaction product. The product is: [F:1][C:2]1[CH:10]=[C:9]2[C:5]([C:6]([C:12]3[N:13]=[C:14]4[C:20]([C:21]([NH:44][C:45]5([CH2:48][NH:49][C:50](=[O:56])[O:51][C:52]([CH3:54])([CH3:53])[CH3:55])[CH2:47][CH2:46]5)=[O:22])=[CH:19][NH:18][C:15]4=[N:16][CH:17]=3)=[N:7][N:8]2[CH3:11])=[CH:4][CH:3]=1. (7) Given the reactants [Br:1][C:2]1[C:14]([CH3:15])=[CH:13][C:12]2[C:11]3[C:6](=[CH:7][C:8]([Br:17])=[C:9]([CH3:16])[CH:10]=3)[NH:5][C:4]=2[CH:3]=1.Br[CH2:19][CH:20]([CH2:29][CH2:30][CH2:31][CH2:32][CH2:33][CH3:34])[CH2:21][CH2:22][CH2:23][CH2:24][CH2:25][CH2:26][CH2:27][CH3:28].[OH-].[Na+], predict the reaction product. The product is: [Br:1][C:2]1[C:14]([CH3:15])=[CH:13][C:12]2[C:11]3[C:6](=[CH:7][C:8]([Br:17])=[C:9]([CH3:16])[CH:10]=3)[N:5]([CH2:19][CH:20]([CH2:29][CH2:30][CH2:31][CH2:32][CH2:33][CH3:34])[CH2:21][CH2:22][CH2:23][CH2:24][CH2:25][CH2:26][CH2:27][CH3:28])[C:4]=2[CH:3]=1. (8) Given the reactants [Br:1][C:2]1[CH:9]=[CH:8][C:5]([CH2:6][NH2:7])=[C:4]([CH2:10][CH3:11])[CH:3]=1.C(N(CC)CC)C.[CH3:19][S:20](Cl)(=[O:22])=[O:21], predict the reaction product. The product is: [Br:1][C:2]1[CH:9]=[CH:8][C:5]([CH2:6][NH:7][S:20]([CH3:19])(=[O:22])=[O:21])=[C:4]([CH2:10][CH3:11])[CH:3]=1. (9) The product is: [I:15][C:7]1[C:6]([C:9]2[S:10][CH:11]=[C:12]([CH3:14])[CH:13]=2)=[N:5][N:4]([CH:1]([CH3:3])[CH3:2])[CH:8]=1. Given the reactants [CH:1]([N:4]1[CH:8]=[CH:7][C:6]([C:9]2[S:10][CH:11]=[C:12]([CH3:14])[CH:13]=2)=[N:5]1)([CH3:3])[CH3:2].[I:15]N1C(=O)CCC1=O.S([O-])([O-])(=O)=S.[Na+].[Na+].C(=O)([O-])[O-].[Na+].[Na+], predict the reaction product. (10) The product is: [CH:19]1[N:17]2[C:18]3[C:10]([C:8]4[CH:7]=[CH:6][NH:5][C:4](=[O:3])[CH:9]=4)=[CH:11][NH:12][C:13]=3[N:14]=[CH:15][C:16]2=[N:21][N:20]=1. Given the reactants Cl.C[O:3][C:4]1[CH:9]=[C:8]([C:10]2[C:18]3[N:17]4[CH:19]=[N:20][N:21]=[C:16]4[CH:15]=[N:14][C:13]=3[NH:12][CH:11]=2)[CH:7]=[CH:6][N:5]=1.[OH-].[Na+].C1C(=O)N(Br)C(=O)C1.S(Cl)(C1C=CC(C)=CC=1)(=O)=O.[H-].[Na+].COC1C=C([Sn](CCCC)(CCCC)CCCC)C=CN=1, predict the reaction product.